Dataset: Catalyst prediction with 721,799 reactions and 888 catalyst types from USPTO. Task: Predict which catalyst facilitates the given reaction. (1) Reactant: [H-].[Na+].[NH2:3][C:4]1[N:9]([CH3:10])[C:8](=[O:11])[NH:7][C:6](=[O:12])[CH:5]=1.[H][H].[C:15]([O:18][C@H:19]([CH3:25])[CH2:20][CH2:21][CH2:22][CH2:23]Cl)(=[O:17])[CH3:16].[Cl-].[Na+]. The catalyst class is: 16. Product: [C:15]([O:18][C@H:19]([CH3:25])[CH2:20][CH2:21][CH2:22][CH2:23][N:7]1[C:6](=[O:12])[CH:5]=[C:4]([NH2:3])[N:9]([CH3:10])[C:8]1=[O:11])(=[O:17])[CH3:16]. (2) Reactant: C(O[C:6](=O)[N:7](C)[CH:8]([C:10](=[O:37])[NH:11][CH:12]1[CH:20]2[C:21](=[O:36])[CH2:22][CH:23]([C:25](=[O:35])[NH:26][CH:27]([C:29]3[CH:34]=[CH:33][CH:32]=[CH:31][CH:30]=3)[CH3:28])[CH2:24][N:18]3[C:19]2=[C:15]([CH:16]=[CH:17]3)[CH2:14][CH2:13]1)[CH3:9])(C)(C)C.Cl.O1CCOCC1.CO. Product: [C:29]1([CH:27]([NH:26][C:25]([CH:23]2[CH2:24][N:18]3[C:19]4[CH:20]([CH:12]([NH:11][C:10](=[O:37])[CH:8]([NH:7][CH3:6])[CH3:9])[CH2:13][CH2:14][C:15]=4[CH:16]=[CH:17]3)[C:21](=[O:36])[CH2:22]2)=[O:35])[CH3:28])[CH:30]=[CH:31][CH:32]=[CH:33][CH:34]=1. The catalyst class is: 13. (3) Reactant: [C:1]([Si:5]([C:17]1[CH:22]=[CH:21][CH:20]=[CH:19][CH:18]=1)([C:11]1[CH:16]=[CH:15][CH:14]=[CH:13][CH:12]=1)[O:6][CH:7]1[CH2:10][NH:9][CH2:8]1)([CH3:4])([CH3:3])[CH3:2].[S:23](N)([NH2:26])(=[O:25])=[O:24]. Product: [C:1]([Si:5]([C:11]1[CH:12]=[CH:13][CH:14]=[CH:15][CH:16]=1)([C:17]1[CH:22]=[CH:21][CH:20]=[CH:19][CH:18]=1)[O:6][CH:7]1[CH2:8][N:9]([S:23]([NH2:26])(=[O:25])=[O:24])[CH2:10]1)([CH3:4])([CH3:2])[CH3:3]. The catalyst class is: 12. (4) Reactant: C([O:3][C:4]([C:6]1([CH:19]([C:22]2[CH:23]=[N:24][CH:25]=[CH:26][CH:27]=2)[CH2:20][NH2:21])[CH2:11][CH2:10][CH2:9][N:8]([C:12]([O:14][C:15]([CH3:18])([CH3:17])[CH3:16])=[O:13])[CH2:7]1)=O)C. Product: [C:15]([O:14][C:12]([N:8]1[CH2:9][CH2:10][CH2:11][C:6]2([C:4](=[O:3])[NH:21][CH2:20][CH:19]2[C:22]2[CH:23]=[N:24][CH:25]=[CH:26][CH:27]=2)[CH2:7]1)=[O:13])([CH3:16])([CH3:17])[CH3:18]. The catalyst class is: 11. (5) Reactant: [Br:1][C:2]1[C:3]([Cl:11])=[N:4][CH:5]=[C:6]([CH:10]=1)[C:7](O)=[O:8].B.Cl. Product: [Cl:11][C:3]1[C:2]([Br:1])=[CH:10][C:6]([CH2:7][OH:8])=[CH:5][N:4]=1. The catalyst class is: 1. (6) Reactant: [O:1]1[CH2:6][CH2:5][CH:4]([C:7]([OH:9])=O)[CH2:3][CH2:2]1.C(Cl)CCl.C1C=CC2N(O)N=[N:20]C=2C=1.[OH-].[NH4+].[Na+].[Cl-]. Product: [O:1]1[CH2:6][CH2:5][CH:4]([C:7]([NH2:20])=[O:9])[CH2:3][CH2:2]1. The catalyst class is: 144.